From a dataset of Full USPTO retrosynthesis dataset with 1.9M reactions from patents (1976-2016). Predict the reactants needed to synthesize the given product. (1) Given the product [NH2:52][C:50]1[CH:49]=[CH:48][C:47]([CH3:55])=[C:46]([C:44]([C:31]2[CH:32]=[CH:33][C:34]([NH:36][C:37]3[CH:42]=[CH:41][CH:40]=[CH:39][C:38]=3[CH3:43])=[CH:35][C:30]=2[Cl:29])=[O:45])[CH:51]=1, predict the reactants needed to synthesize it. The reactants are: NC1C=CC(C)=C(C(C2C=CC(NC3C=CC(C(F)(F)F)=CC=3)=CC=2Cl)=O)C=1.[Cl:29][C:30]1[CH:35]=[C:34]([NH:36][C:37]2[CH:42]=[CH:41][CH:40]=[CH:39][C:38]=2[CH3:43])[CH:33]=[CH:32][C:31]=1[C:44]([C:46]1[CH:51]=[C:50]([N+:52]([O-])=O)[CH:49]=[CH:48][C:47]=1[CH3:55])=[O:45]. (2) Given the product [CH2:20]1[C:21]2([CH2:22][CH2:23][CH2:24][CH2:25][CH:7]2[CH:6]=[O:5])[CH2:17][CH2:18][CH2:19]1, predict the reactants needed to synthesize it. The reactants are: C(OP(C[N+]#[C-])(=O)[O:5][CH2:6][CH3:7])C.C([Li])CCC.[CH2:17]1[C:21]2(C[CH2:25][CH2:24][CH2:23][C:22]2=O)[CH2:20][CH2:19][CH2:18]1.Cl. (3) Given the product [CH2:1]([O:3][C:4]([C:6]1([C:9]2[CH:10]=[CH:11][C:12]([C:15]3[CH:20]=[CH:19][C:18]([C:21]4[S:22][C:23]([F:29])=[CH:24][C:25]=4[NH:32][C:35]([O:63][C@@H:61]([C:58]4[CH:59]=[CH:60][C:55]([Cl:54])=[CH:56][CH:57]=4)[CH3:62])=[O:44])=[CH:17][CH:16]=3)=[CH:13][CH:14]=2)[CH2:7][CH2:8]1)=[O:5])[CH3:2], predict the reactants needed to synthesize it. The reactants are: [CH2:1]([O:3][C:4]([C:6]1([C:9]2[CH:14]=[CH:13][C:12]([C:15]3[CH:20]=[CH:19][C:18]([C:21]4[S:22][C:23]([F:29])=[CH:24][C:25]=4C(O)=O)=[CH:17][CH:16]=3)=[CH:11][CH:10]=2)[CH2:8][CH2:7]1)=[O:5])[CH3:2].C([N:32]([CH2:35]C)CC)C.C1(P(N=[N+]=[N-])(C2C=CC=CC=2)=[O:44])C=CC=CC=1.[Cl:54][C:55]1[CH:60]=[CH:59][C:58]([C@H:61]([OH:63])[CH3:62])=[CH:57][CH:56]=1.[Cl-].[NH4+]. (4) Given the product [CH:1]([N:14]1[C:15]2[C:16](=[CH:17][C:18]([Cl:21])=[CH:19][CH:20]=2)[CH:22]=[C:23]1[CH2:24][CH2:25][N:26]1[C:27](=[O:36])[C:28]2[C:33](=[CH:32][CH:31]=[CH:30][CH:29]=2)[C:34]1=[O:35])([C:2]1[CH:7]=[CH:6][CH:5]=[CH:4][CH:3]=1)[C:8]1[CH:9]=[CH:10][CH:11]=[CH:12][CH:13]=1, predict the reactants needed to synthesize it. The reactants are: [CH:1]([NH:14][C:15]1[CH:20]=[CH:19][C:18]([Cl:21])=[CH:17][C:16]=1[C:22]#[C:23][CH2:24][CH2:25][N:26]1[C:34](=[O:35])[C:33]2[C:28](=[CH:29][CH:30]=[CH:31][CH:32]=2)[C:27]1=[O:36])([C:8]1[CH:13]=[CH:12][CH:11]=[CH:10][CH:9]=1)[C:2]1[CH:7]=[CH:6][CH:5]=[CH:4][CH:3]=1. (5) Given the product [NH2:6][C:7]1[C:12]([F:13])=[CH:11][N:10]=[C:9]([O:14][S:15]([C:18]2[CH:23]=[CH:22][CH:21]=[CH:20][CH:19]=2)(=[O:17])=[O:16])[N:8]=1, predict the reactants needed to synthesize it. The reactants are: Cl.CN(C=[N:6][C:7]1[C:12]([F:13])=[CH:11][N:10]=[C:9]([O:14][S:15]([C:18]2[CH:23]=[CH:22][CH:21]=[CH:20][CH:19]=2)(=[O:17])=[O:16])[N:8]=1)C. (6) The reactants are: [Cl:1][C:2]1[CH:7]=[CH:6][CH:5]=[CH:4][C:3]=1[C:8]([CH3:12])(C)[C:9]#N.CCO.C([O-])([O-])=O.[K+].[K+].OO.CC#[N:26]. Given the product [Cl:1][C:2]1[CH:7]=[CH:6][CH:5]=[CH:4][C:3]=1[C:8]([NH2:26])([CH3:12])[CH3:9], predict the reactants needed to synthesize it.